Task: Predict the reactants needed to synthesize the given product.. Dataset: Full USPTO retrosynthesis dataset with 1.9M reactions from patents (1976-2016) Given the product [CH:34]1([N:15]([C:16]2[CH:21]=[CH:20][CH:19]=[C:18]([O:22][C:23]([F:24])([F:26])[F:25])[CH:17]=2)[C:13](=[O:14])[N:12]([CH3:63])[C:10]2[S:11][C:7]([S:6][CH2:5][C:4]([OH:3])=[O:33])=[CH:8][N:9]=2)[CH2:38][CH2:37][CH2:36][CH2:35]1, predict the reactants needed to synthesize it. The reactants are: C([O:3][C:4](=[O:33])[CH2:5][S:6][C:7]1[S:11][C:10]([NH:12][C:13]([N:15](CC2CCCC2)[C:16]2[CH:21]=[CH:20][CH:19]=[C:18]([O:22][C:23]([F:26])([F:25])[F:24])[CH:17]=2)=[O:14])=[N:9][CH:8]=1)C.[CH:34]1(N(C2C=CC(S(C)(=O)=O)=CC=2)C(=O)N(C)C2SC=C(CC(O)=O)N=2)[CH2:38][CH2:37][CH2:36][CH2:35]1.[CH:63]1(CNC2C=CC=C(OC(F)(F)F)C=2)CCCC1.C(OC(=O)CSC1SC(N)=NC=1)C.